This data is from Forward reaction prediction with 1.9M reactions from USPTO patents (1976-2016). The task is: Predict the product of the given reaction. (1) Given the reactants I[CH2:2][CH2:3][CH2:4][CH2:5][CH2:6][CH2:7][O:8][CH:9]1[CH2:14][CH2:13][CH2:12][CH2:11][O:10]1.Br[CH2:16][CH2:17][CH2:18][CH2:19][CH2:20][CH2:21][CH2:22][CH2:23][CH2:24][CH2:25][C:26]([O:28][CH2:29][CH3:30])=[O:27].CC([C@@H]1N=C(C2C=CC=C(C3OC[C@H](C(C)C)N=3)N=2)OC1)C, predict the reaction product. The product is: [O:10]1[CH2:11][CH2:12][CH2:13][CH2:14][CH:9]1[O:8][CH2:7][CH2:6][CH2:5][CH2:4][CH2:3][CH2:2][CH2:16][CH2:17][CH2:18][CH2:19][CH2:20][CH2:21][CH2:22][CH2:23][CH2:24][CH2:25][C:26]([O:28][CH2:29][CH3:30])=[O:27]. (2) Given the reactants C1C(=O)N([Br:8])C(=O)C1.[CH3:9][S:10][C:11]1[CH:19]=[CH:18][C:14]2[O:15][CH2:16][O:17][C:13]=2[CH:12]=1.O, predict the reaction product. The product is: [Br:8][C:19]1[C:11]([S:10][CH3:9])=[CH:12][C:13]2[O:17][CH2:16][O:15][C:14]=2[CH:18]=1.